This data is from Full USPTO retrosynthesis dataset with 1.9M reactions from patents (1976-2016). The task is: Predict the reactants needed to synthesize the given product. (1) Given the product [Cl:3][C:9]1[C:10]2[CH:14]=[CH:13][NH:12][C:11]=2[N:6]=[CH:7][N:8]=1, predict the reactants needed to synthesize it. The reactants are: P(Cl)(Cl)([Cl:3])=O.[N:6]1[C:11]2[NH:12][CH:13]=[CH:14][C:10]=2[C:9](O)=[N:8][CH:7]=1. (2) Given the product [CH2:1]([O:3][C:4]([C:6]1[C:10]2[N:11]=[CH:12][N:13]=[C:14]([C:22]3[CH:23]=[CH:24][C:25]([O:27][CH3:28])=[CH:26][C:21]=3[O:20][CH2:19][CH:16]3[CH2:18][CH2:17]3)[C:9]=2[NH:8][CH:7]=1)=[O:5])[CH3:2], predict the reactants needed to synthesize it. The reactants are: [CH2:1]([O:3][C:4]([C:6]1[C:10]2[N:11]=[CH:12][N:13]=[C:14](Cl)[C:9]=2[NH:8][CH:7]=1)=[O:5])[CH3:2].[CH:16]1([CH2:19][O:20][C:21]2[CH:26]=[C:25]([O:27][CH3:28])[CH:24]=[CH:23][C:22]=2B2OC(C)(C)C(C)(C)O2)[CH2:18][CH2:17]1. (3) Given the product [CH:1]([C:4]1[CH:5]=[CH:6][C:7]([CH2:8][C:9]2[C:21]([CH3:22])=[CH:20][C:19]([CH3:23])=[CH:18][C:10]=2[O:11][CH2:12][C:13]([OH:15])=[O:14])=[CH:24][CH:25]=1)([CH3:3])[CH3:2], predict the reactants needed to synthesize it. The reactants are: [CH:1]([C:4]1[CH:25]=[CH:24][C:7]([CH2:8][C:9]2[C:21]([CH3:22])=[CH:20][C:19]([CH3:23])=[CH:18][C:10]=2[O:11][CH2:12][C:13]([O:15]CC)=[O:14])=[CH:6][CH:5]=1)([CH3:3])[CH3:2]. (4) Given the product [OH:45][CH2:44][C:30]1[CH:31]=[C:32]([NH:34][CH:35]([C:36]2[CH:37]=[N:38][C:39]([O:42][CH3:43])=[CH:40][CH:41]=2)[C:8]([C:10]2[C:18]3[C:13](=[CH:14][CH:15]=[CH:16][CH:17]=3)[NH:12][CH:11]=2)=[O:9])[CH:33]=[C:28]([O:27][CH3:26])[CH:29]=1, predict the reactants needed to synthesize it. The reactants are: C(N(CC)CC)C.[CH:8]([C:10]1[C:18]2[C:13](=[CH:14][CH:15]=[CH:16][CH:17]=2)[N:12](C(OC(C)(C)C)=O)[CH:11]=1)=[O:9].[CH3:26][O:27][C:28]1[CH:29]=[C:30]([CH2:44][OH:45])[CH:31]=[C:32]([N:34]=[CH:35][C:36]2[CH:37]=[N:38][C:39]([O:42][CH3:43])=[CH:40][CH:41]=2)[CH:33]=1. (5) Given the product [C:1]([NH2:12])(=[O:6])[CH:2]=[CH2:3].[C:1]([OH:6])(=[O:5])[C:2]([CH3:4])=[CH2:3], predict the reactants needed to synthesize it. The reactants are: [C:1]([O:6]CC1OC1)(=[O:5])[C:2]([CH3:4])=[CH2:3].C[N:12](CCCCCCCCCCCC)C.C1(C=CC(O)=CC=1)O.CC(C)=O. (6) The reactants are: [Br:1][C:2]1[CH:10]=[C:9]2[C:5]([CH2:6][CH2:7][C:8]2([CH3:12])[CH3:11])=[CH:4][CH:3]=1.C([O:17]O)(C)(C)C. Given the product [Br:1][C:2]1[CH:10]=[C:9]2[C:5](=[CH:4][CH:3]=1)[C:6](=[O:17])[CH2:7][C:8]2([CH3:12])[CH3:11], predict the reactants needed to synthesize it. (7) Given the product [NH:11]1[C:15]2[CH:16]=[CH:17][CH:18]=[CH:19][C:14]=2[N:13]=[C:12]1[C@H:8]([NH:9][C:10]([NH:28][C:24]1([CH3:23])[CH2:27][O:26][CH2:25]1)=[O:20])[CH2:7][C:6]1[CH:5]=[CH:4][C:3]([O:2][CH3:1])=[CH:22][CH:21]=1, predict the reactants needed to synthesize it. The reactants are: [CH3:1][O:2][C:3]1[CH:22]=[CH:21][C:6]([CH2:7][C@@H:8]2[C:12]3=[N:13][C:14]4[CH:19]=[CH:18][CH:17]=[CH:16][C:15]=4[N:11]3[C:10](=[O:20])[NH:9]2)=[CH:5][CH:4]=1.[CH3:23][C:24]1([NH2:28])[CH2:27][O:26][CH2:25]1.C(O)(C(F)(F)F)=O. (8) Given the product [Cl:1][C:2]1[CH:3]=[C:4]([C:5]2[CH:14]3[CH2:15][CH2:16][O:12][CH:13]3[O:7][N:6]=2)[CH:8]=[CH:9][C:10]=1[Cl:11], predict the reactants needed to synthesize it. The reactants are: [Cl:1][C:2]1[CH:3]=[C:4]([CH:8]=[CH:9][C:10]=1[Cl:11])[CH:5]=[N:6][OH:7].[O:12]1[CH:16]=[CH:15][CH2:14][CH2:13]1.O.